Dataset: Reaction yield outcomes from USPTO patents with 853,638 reactions. Task: Predict the reaction yield, written as a fraction of the theoretical maximum amount of product (1.0 means a 100% yield; for example, 0.34 means a 34% yield). (1) The reactants are C(N(CC)CC)C.[CH:8]([C:10]1[C:18]2[C:13](=[CH:14][CH:15]=[CH:16][CH:17]=2)[N:12](C(OC(C)(C)C)=O)[CH:11]=1)=[O:9].[F:26][C:27]1[N:32]=[CH:31][C:30]([CH:33]=[N:34][C:35]2[CH:36]=[C:37]([CH2:43][OH:44])[CH:38]=[C:39]([O:41][CH3:42])[CH:40]=2)=[CH:29][CH:28]=1. The catalyst is [Cl-].C([N+]1C(C)=C(CCO)SC=1)C1C=CC=CC=1.C(O)C. The product is [F:26][C:27]1[N:32]=[CH:31][C:30]([CH:33]([NH:34][C:35]2[CH:40]=[C:39]([O:41][CH3:42])[CH:38]=[C:37]([CH2:43][OH:44])[CH:36]=2)[C:8]([C:10]2[C:18]3[C:13](=[CH:14][CH:15]=[CH:16][CH:17]=3)[NH:12][CH:11]=2)=[O:9])=[CH:29][CH:28]=1. The yield is 0.110. (2) The reactants are [Br:1][C:2]1[CH:7]=[C:6]([F:8])[CH:5]=[CH:4][C:3]=1[OH:9].[N+:10]([O-])([O-:12])=[O:11].[Na+]. The catalyst is S(=O)(=O)(O)O.O. The product is [Br:1][C:2]1[CH:7]=[C:6]([F:8])[CH:5]=[C:4]([N+:10]([O-:12])=[O:11])[C:3]=1[OH:9]. The yield is 0.808. (3) The reactants are [NH2:1][C:2](=[O:37])[CH2:3][CH2:4][CH2:5][O:6][C:7]1[CH:8]=[C:9]2[C:14](=[CH:15][CH:16]=1)[N:13]=[C:12]([CH2:17][CH:18]([CH3:20])[CH3:19])[C:11]([CH2:21][NH:22]C(=O)OC(C)(C)C)=[C:10]2[C:30]1[CH:35]=[CH:34][C:33]([CH3:36])=[CH:32][CH:31]=1. The catalyst is FC(F)(F)C(O)=O. The product is [NH2:22][CH2:21][C:11]1[C:12]([CH2:17][CH:18]([CH3:20])[CH3:19])=[N:13][C:14]2[C:9]([C:10]=1[C:30]1[CH:31]=[CH:32][C:33]([CH3:36])=[CH:34][CH:35]=1)=[CH:8][C:7]([O:6][CH2:5][CH2:4][CH2:3][C:2]([NH2:1])=[O:37])=[CH:16][CH:15]=2. The yield is 0.630. (4) The reactants are [CH3:1][O:2][C:3](=[O:12])[C:4]1[CH:9]=[CH:8][C:7](Br)=[C:6]([CH3:11])[CH:5]=1.[C:13]1(B(O)O)[CH:18]=[CH:17][CH:16]=[CH:15][CH:14]=1.C([O-])([O-])=O.[Na+].[Na+]. The catalyst is C(O)CC. The product is [CH3:1][O:2][C:3]([C:4]1[CH:9]=[CH:8][C:7]([C:13]2[CH:18]=[CH:17][CH:16]=[CH:15][CH:14]=2)=[C:6]([CH3:11])[CH:5]=1)=[O:12]. The yield is 0.100. (5) The reactants are [H-].[Na+].[CH2:3]([O:6][C:7]1[CH:12]=[CH:11][C:10]([CH2:13]Cl)=[CH:9][C:8]=1C)[CH:4]=[CH2:5].[N:16]1([CH2:21][CH2:22][OH:23])[CH:20]=[CH:19][N:18]=[N:17]1.[CH3:24]N(C=O)C. No catalyst specified. The product is [CH2:3]([O:6][C:7]1[CH:8]=[CH:9][C:10]([CH2:13][O:23][CH2:22][CH2:21][N:16]2[CH:20]=[CH:19][N:18]=[N:17]2)=[C:11]([CH3:24])[CH:12]=1)[CH:4]=[CH2:5]. The yield is 0.860.